Dataset: Forward reaction prediction with 1.9M reactions from USPTO patents (1976-2016). Task: Predict the product of the given reaction. Given the reactants [Cl:1][C:2]1[CH:3]=[N:4][CH:5]=[C:6]([Cl:8])[CH:7]=1.C([Li])CCC.CCCCCC.Br[CH2:21][CH2:22][CH2:23][O:24][CH2:25][O:26][CH3:27], predict the reaction product. The product is: [Cl:1][C:2]1[CH:3]=[N:4][CH:5]=[C:6]([Cl:8])[C:7]=1[CH2:21][CH2:22][CH2:23][O:24][CH2:25][O:26][CH3:27].